Predict the reaction yield, written as a fraction of the theoretical maximum amount of product (1.0 means a 100% yield; for example, 0.34 means a 34% yield). From a dataset of Reaction yield outcomes from USPTO patents with 853,638 reactions. The product is [CH2:1]([N:15]1[CH2:14][CH2:13][NH:12][CH:11]([CH2:9][CH3:10])[CH2:16]1)[C:2]1[CH:7]=[CH:6][CH:5]=[CH:4][CH:3]=1. The yield is 0.700. The reactants are [CH2:1](Br)[C:2]1[CH:7]=[CH:6][CH:5]=[CH:4][CH:3]=1.[CH2:9]([CH:11]1[CH2:16][NH:15][CH2:14][CH2:13][NH:12]1)[CH3:10]. The catalyst is CN(C=O)C.